From a dataset of Forward reaction prediction with 1.9M reactions from USPTO patents (1976-2016). Predict the product of the given reaction. (1) Given the reactants [O:1]1[C:5]2[CH:6]=[CH:7][C:8]([C:10](=[O:13])[CH2:11][CH3:12])=[CH:9][C:4]=2[CH2:3][CH2:2]1.ClC1C(=O)C(C#N)=C(C#N)C(=O)C=1Cl, predict the reaction product. The product is: [O:1]1[C:5]2[CH:6]=[CH:7][C:8]([C:10](=[O:13])[CH2:11][CH3:12])=[CH:9][C:4]=2[CH:3]=[CH:2]1. (2) Given the reactants C[O:2][C:3]([C:5]1[S:6][C:7]2[C:15]([CH:16]=1)=[CH:14][N:13]=[C:12]1[C:8]=2[CH:9]=[CH:10][NH:11]1)=[O:4].[Li+].[OH-].C(O)(=O)C, predict the reaction product. The product is: [S:6]1[C:7]2[C:15](=[CH:14][N:13]=[C:12]3[C:8]=2[CH:9]=[CH:10][NH:11]3)[CH:16]=[C:5]1[C:3]([OH:4])=[O:2]. (3) Given the reactants [CH3:1][C@@H:2]1[CH2:8][NH:7][CH2:6][C:5]2[CH:9]=[CH:10][C:11]([C:13]([O:15]C)=O)=[CH:12][C:4]=2[O:3]1.[NH2:17][OH:18].[OH-].[Na+], predict the reaction product. The product is: [OH:18][NH:17][C:13]([C:11]1[CH:10]=[CH:9][C:5]2[CH2:6][NH:7][CH2:8][C@@H:2]([CH3:1])[O:3][C:4]=2[CH:12]=1)=[O:15]. (4) Given the reactants C(=O)([O-])[O-].[Li+].[Li+].[Br:7][C:8]1[C:9]([OH:20])=[C:10]([C:15](=[O:19])[CH:16]([CH3:18])[CH3:17])[CH:11]=[CH:12][C:13]=1[OH:14].I[CH2:22][C:23]1[CH:38]=[CH:37][C:26]([CH2:27][NH:28][C:29]([C:31]2[N:32]=[CH:33][N:34]([CH3:36])[CH:35]=2)=[O:30])=[CH:25][CH:24]=1, predict the reaction product. The product is: [Br:7][C:8]1[C:9]([OH:20])=[C:10]([C:15](=[O:19])[CH:16]([CH3:17])[CH3:18])[CH:11]=[CH:12][C:13]=1[O:14][CH2:22][C:23]1[CH:24]=[CH:25][C:26]([CH2:27][NH:28][C:29]([C:31]2[N:32]=[CH:33][N:34]([CH3:36])[CH:35]=2)=[O:30])=[CH:37][CH:38]=1. (5) The product is: [Cl:1][C:2]1[C:11]2[N:10]([CH3:12])[O:9][C@H:8]3[NH:13][C@H:14]([C:16]([O:18][C@@H:19]4[C@:28]5([OH:29])[C@@H:23]([C@@H:24]([CH:31]([CH3:34])[CH2:32][O:33][C:41](=[O:45])[CH:42]([CH3:44])[CH3:43])[CH2:25][CH2:26][C@H:27]5[CH3:30])[CH:22]=[C:21]([CH3:35])[C@H:20]4[O:36][C:37](=[O:39])[CH3:38])=[O:17])[CH2:15][C@@:7]3([OH:40])[C:6]=2[CH:5]=[CH:4][CH:3]=1. Given the reactants [Cl:1][C:2]1[C:11]2[N:10]([CH3:12])[O:9][C@H:8]3[NH:13][C@H:14]([C:16]([O:18][C@@H:19]4[C@:28]5([OH:29])[C@@H:23]([C@H:24]([CH:31]([CH3:34])[CH2:32][OH:33])[CH2:25][CH2:26][C@H:27]5[CH3:30])[CH:22]=[C:21]([CH3:35])[C@H:20]4[O:36][C:37](=[O:39])[CH3:38])=[O:17])[CH2:15][C@@:7]3([OH:40])[C:6]=2[CH:5]=[CH:4][CH:3]=1.[C:41](O[C:41](=[O:45])[CH:42]([CH3:44])[CH3:43])(=[O:45])[CH:42]([CH3:44])[CH3:43].O, predict the reaction product.